This data is from Forward reaction prediction with 1.9M reactions from USPTO patents (1976-2016). The task is: Predict the product of the given reaction. (1) Given the reactants [CH3:1][O:2][C:3]1[CH:8]=[CH:7][C:6]([CH2:9][CH:10]([NH:15][CH:16]=O)[C:11]([CH3:14])([CH3:13])[CH3:12])=[CH:5][C:4]=1[O:18][CH2:19][CH2:20][CH2:21][O:22][CH3:23].O=P(Cl)(Cl)Cl, predict the reaction product. The product is: [C:11]([CH:10]1[CH2:9][C:6]2[C:7](=[CH:8][C:3]([O:2][CH3:1])=[C:4]([O:18][CH2:19][CH2:20][CH2:21][O:22][CH3:23])[CH:5]=2)[CH:16]=[N:15]1)([CH3:14])([CH3:13])[CH3:12]. (2) The product is: [N:1]1[CH:6]=[CH:5][N:4]=[C:3]2[S:7][C:8]([C:10]([O:12][CH2:24][CH3:25])=[O:11])=[CH:9][C:2]=12. Given the reactants [N:1]1[CH:6]=[CH:5][N:4]=[C:3]2[S:7][C:8]([C:10]([OH:12])=[O:11])=[CH:9][C:2]=12.OS(O)(=O)=O.C([O-])([O-])=O.[Na+].[Na+].[CH2:24](O)[CH3:25], predict the reaction product. (3) Given the reactants [CH3:1][N:2]1[CH:6]=[C:5]([C:7]2[CH:8]=[C:9]3[C:14](=[CH:15][CH:16]=2)[N:13]([C:17]2[C:21]4[CH2:22][NH:23][CH2:24][CH2:25][C:20]=4[N:19]([C@H:26]4[CH2:30][CH2:29][O:28][CH2:27]4)[N:18]=2)[CH2:12][CH2:11][CH2:10]3)[CH:4]=[N:3]1.[CH3:31][N:32]([CH3:36])[C:33](Cl)=[O:34].C(N(CC)CC)C, predict the reaction product. The product is: [CH3:31][N:32]([CH3:36])[C:33]([N:23]1[CH2:24][CH2:25][C:20]2[N:19]([C@H:26]3[CH2:30][CH2:29][O:28][CH2:27]3)[N:18]=[C:17]([N:13]3[C:14]4[C:9](=[CH:8][C:7]([C:5]5[CH:4]=[N:3][N:2]([CH3:1])[CH:6]=5)=[CH:16][CH:15]=4)[CH2:10][CH2:11][CH2:12]3)[C:21]=2[CH2:22]1)=[O:34]. (4) Given the reactants [CH2:1]([O:3][C:4](=[O:12])[C:5]1[CH:10]=[CH:9][CH:8]=[N:7][C:6]=1[CH3:11])[CH3:2].[Se](=O)=[O:14], predict the reaction product. The product is: [CH2:1]([O:3][C:4](=[O:12])[C:5]1[CH:10]=[CH:9][CH:8]=[N:7][C:6]=1[CH:11]=[O:14])[CH3:2]. (5) The product is: [C:8]([O:11][CH2:12][C:13]([CH3:43])([CH3:42])[CH2:14][N:15]1[C:21]2[CH:22]=[CH:23][C:24]([Cl:52])=[CH:25][C:20]=2[C@H:19]([C:27]2[CH:66]=[CH:67][CH:68]=[C:69]([CH3:70])[C:28]=2[CH3:1])[O:18][C@H:17]([CH2:37][C:38]([NH:53][C:54]2[CH:55]=[CH:56][C:57]([CH3:64])=[C:58]([CH:63]=2)[C:59]([O:61][CH3:62])=[O:60])=[O:39])[C:16]1=[O:41])(=[O:10])[CH3:9]. Given the reactants [CH2:1](N(CC)CC)C.[C:8]([O:11][CH2:12][C:13]([CH3:43])([CH3:42])[CH2:14][N:15]1[C:21]2[CH:22]=[CH:23][C:24](Cl)=[CH:25][C:20]=2[C@@H:19]([C:27]2C=CC=C(OC)[C:28]=2OC)[O:18][C@H:17]([CH2:37][C:38](O)=[O:39])[C:16]1=[O:41])(=[O:10])[CH3:9].ClC(OCC(C)C)=O.[ClH:52].[NH2:53][C:54]1[CH:55]=[CH:56][C:57]([CH3:64])=[C:58]([CH:63]=1)[C:59]([O:61][CH3:62])=[O:60].N1[CH:70]=[CH:69][CH:68]=[CH:67][CH:66]=1.Cl, predict the reaction product. (6) Given the reactants [C:1](Cl)(=[O:6])[C:2]([CH3:5])([CH3:4])[CH3:3].[CH3:8][C:9]1[CH:14]=[C:13]([CH3:15])[CH:12]=[C:11]([CH3:16])[C:10]=1[CH:17]1[C:25](=[O:26])[CH:24]2[CH:19]([CH:20]3[O:27][CH:23]2[CH2:22][CH2:21]3)[C:18]1=[O:28].C(N(CC)CC)C, predict the reaction product. The product is: [CH3:3][C:2]([CH3:5])([CH3:4])[C:1]([O:26][C:25]1[CH:24]2[CH:19]([C:18](=[O:28])[C:17]=1[C:10]1[C:11]([CH3:16])=[CH:12][C:13]([CH3:15])=[CH:14][C:9]=1[CH3:8])[CH:20]1[O:27][CH:23]2[CH2:22][CH2:21]1)=[O:6]. (7) Given the reactants [CH:1]1([C@H:4]2[C@H:13]([CH3:14])[C@@H:12]([NH:15][C:16]3[CH:21]=[CH:20][CH:19]=[C:18]([CH3:22])[N:17]=3)[C:11]3[C:6](=[CH:7][CH:8]=[C:9]([C:23]4[CH2:24][CH2:25][NH:26][CH2:27][CH:28]=4)[CH:10]=3)[N:5]2[C:29](=[O:31])[CH3:30])[CH2:3][CH2:2]1, predict the reaction product. The product is: [CH:1]1([C@H:4]2[C@H:13]([CH3:14])[C@@H:12]([NH:15][C:16]3[CH:21]=[CH:20][CH:19]=[C:18]([CH3:22])[N:17]=3)[C:11]3[C:6](=[CH:7][CH:8]=[C:9]([CH:23]4[CH2:24][CH2:25][NH:26][CH2:27][CH2:28]4)[CH:10]=3)[N:5]2[C:29](=[O:31])[CH3:30])[CH2:2][CH2:3]1.